Dataset: Full USPTO retrosynthesis dataset with 1.9M reactions from patents (1976-2016). Task: Predict the reactants needed to synthesize the given product. The reactants are: C[O:2][C:3](=O)[C:4]1[CH:9]=[C:8]([CH3:10])[CH:7]=[CH:6][C:5]=1[O:11][CH2:12][C:13]1[CH:18]=[CH:17][C:16]([O:19][CH3:20])=[CH:15][CH:14]=1.[H-].[H-].[H-].[H-].[Li+].[Al+3].S([O-])([O-])(=O)=O.[Na+].[Na+]. Given the product [CH3:20][O:19][C:16]1[CH:17]=[CH:18][C:13]([CH2:12][O:11][C:5]2[CH:6]=[CH:7][C:8]([CH3:10])=[CH:9][C:4]=2[CH2:3][OH:2])=[CH:14][CH:15]=1, predict the reactants needed to synthesize it.